Dataset: Forward reaction prediction with 1.9M reactions from USPTO patents (1976-2016). Task: Predict the product of the given reaction. (1) Given the reactants [S:1]1(=[O:7])(=[O:6])[CH2:5][CH2:4][CH2:3][NH:2]1.[Br:8][C:9]1[CH:10]=[N:11][CH:12]=[C:13]([CH2:15]Cl)[CH:14]=1.[H-].[Na+], predict the reaction product. The product is: [Br:8][C:9]1[CH:14]=[C:13]([CH2:15][N:2]2[CH2:3][CH2:4][CH2:5][S:1]2(=[O:7])=[O:6])[CH:12]=[N:11][CH:10]=1. (2) The product is: [ClH:1].[NH2:43][C@@H:44]([CH2:50][CH:51]([CH3:53])[CH3:52])[C:45]([O:47][CH2:48][N:14]1[C:11]2=[N:12][CH:13]=[C:8]([C:5]3[CH:6]=[CH:7][C:2]([Cl:1])=[CH:3][CH:4]=3)[CH:9]=[C:10]2[C:16]([C:17](=[O:18])[C:19]2[C:24]([F:25])=[CH:23][CH:22]=[C:21]([NH:26][S:27]([CH2:30][CH2:31][CH3:32])(=[O:28])=[O:29])[C:20]=2[F:33])=[CH:15]1)=[O:46]. Given the reactants [Cl:1][C:2]1[CH:7]=[CH:6][C:5]([C:8]2[CH:9]=[C:10]3[C:16]([C:17]([C:19]4[C:20]([F:33])=[C:21]([NH:26][S:27]([CH2:30][CH2:31][CH3:32])(=[O:29])=[O:28])[CH:22]=[CH:23][C:24]=4[F:25])=[O:18])=[CH:15][NH:14][C:11]3=[N:12][CH:13]=2)=[CH:4][CH:3]=1.[OH-].[K+].C(OC([NH:43][CH:44]([CH2:50][CH:51]([CH3:53])[CH3:52])[C:45]([O:47][CH2:48]Cl)=[O:46])=O)(C)(C)C, predict the reaction product.